From a dataset of Forward reaction prediction with 1.9M reactions from USPTO patents (1976-2016). Predict the product of the given reaction. (1) Given the reactants Br[CH2:2][C:3]([C:5]1[CH:10]=[CH:9][C:8]([F:11])=[C:7]([Cl:12])[CH:6]=1)=O.[CH3:13][O:14][C:15]([C:17]1[C:18]([C:26]2[CH:31]=[CH:30][CH:29]=[CH:28][C:27]=2[N+:32]([O-:34])=[O:33])=[CH:19][CH:20]=[C:21]([C:23](=[S:25])[NH2:24])[CH:22]=1)=[O:16], predict the reaction product. The product is: [CH3:13][O:14][C:15]([C:17]1[C:18]([C:26]2[CH:31]=[CH:30][CH:29]=[CH:28][C:27]=2[N+:32]([O-:34])=[O:33])=[CH:19][CH:20]=[C:21]([C:23]2[S:25][CH:2]=[C:3]([C:5]3[CH:10]=[CH:9][C:8]([F:11])=[C:7]([Cl:12])[CH:6]=3)[N:24]=2)[CH:22]=1)=[O:16]. (2) Given the reactants CO[C:3](=[O:13])[CH2:4][CH2:5][O:6][N:7]=[C:8]([O:10][CH2:11][CH3:12])[CH3:9].[CH:14]([NH2:17])([CH3:16])[CH3:15], predict the reaction product. The product is: [CH2:11]([O:10][C:8](=[N:7][O:6][CH2:5][CH2:4][C:3](=[O:13])[NH:17][CH:14]([CH3:16])[CH3:15])[CH3:9])[CH3:12]. (3) The product is: [CH:15]([N:13]([CH3:14])[C@H:10]1[CH2:9][C@@H:8]([NH:18][C:19](=[O:21])[CH3:20])[C@@H:7]([N:4]2[CH2:5][CH2:6][C@H:2]([NH:1][C:24]3[C:33]4[C:28](=[CH:29][CH:30]=[C:31]([C:34]([F:36])([F:37])[F:35])[CH:32]=4)[N:27]=[CH:26][N:25]=3)[C:3]2=[O:22])[CH2:12][CH2:11]1)([CH3:17])[CH3:16]. Given the reactants [NH2:1][C@H:2]1[CH2:6][CH2:5][N:4]([C@H:7]2[CH2:12][CH2:11][C@@H:10]([N:13]([CH:15]([CH3:17])[CH3:16])[CH3:14])[CH2:9][C@H:8]2[NH:18][C:19](=[O:21])[CH3:20])[C:3]1=[O:22].Cl[C:24]1[C:33]2[C:28](=[CH:29][CH:30]=[C:31]([C:34]([F:37])([F:36])[F:35])[CH:32]=2)[N:27]=[CH:26][N:25]=1.C(N(CC)CC)C.O.[OH-].[Na+], predict the reaction product. (4) Given the reactants C([Li])CCC.[O:6]1[CH2:10][CH2:9][CH2:8][C@@H:7]1[C:11]#N.Cl.[O:14]1[CH2:18][CH2:17][CH2:16][CH2:15]1, predict the reaction product. The product is: [O:14]1[CH2:18][CH2:17][CH2:16][C@@H:15]1[C:10](=[O:6])[CH2:9][CH2:8][CH2:7][CH3:11]. (5) Given the reactants [CH3:1][C:2]1[CH:7]=[C:6]([CH3:8])[CH:5]=[CH:4][C:3]=1[C:9]1[CH:14]=[CH:13][CH:12]=[C:11]([C:15](OCC)=[O:16])[CH:10]=1.[H-].[Al+3].[Li+].[H-].[H-].[H-].O.O.O.O.O.O.O.O.O.O.[O-]S([O-])(=O)=O.[Na+].[Na+], predict the reaction product. The product is: [CH3:1][C:2]1[CH:7]=[C:6]([CH3:8])[CH:5]=[CH:4][C:3]=1[C:9]1[CH:14]=[CH:13][CH:12]=[C:11]([CH2:15][OH:16])[CH:10]=1. (6) Given the reactants Br[C:2]1[CH:3]=[N:4][CH:5]=[C:6]([C:8]2([CH:11]=[CH2:12])[CH2:10][CH2:9]2)[CH:7]=1.[B:13]1(B2OC(C)(C)C(C)(C)O2)[O:17]C(C)(C)C(C)(C)[O:14]1.C1(P(C2CCCCC2)C2CCCCC2)CCCCC1.C([O-])(=O)C.[K+], predict the reaction product. The product is: [CH:11]([C:8]1([C:6]2[CH:7]=[C:2]([B:13]([OH:17])[OH:14])[CH:3]=[N:4][CH:5]=2)[CH2:10][CH2:9]1)=[CH2:12].